This data is from Forward reaction prediction with 1.9M reactions from USPTO patents (1976-2016). The task is: Predict the product of the given reaction. (1) Given the reactants N1N[N:3]=[N:4][C:5]=1[C:6]1[CH:15]=[CH:14][C:13]2[C:8](=[CH:9][CH:10]=[CH:11][CH:12]=2)[N:7]=1.[N:16]1[CH:21]=[CH:20][CH:19]=[CH:18][CH:17]=1.[C:22](Cl)(=[O:32])[C:23]1[CH:31]=[CH:30][CH:29]=[C:25]([C:26](Cl)=[O:27])[CH:24]=1.O, predict the reaction product. The product is: [N:16]1[C:21]2[C:20](=[CH:13][CH:8]=[CH:9][CH:10]=2)[CH:19]=[CH:18][C:17]=1[C:5]1[O:32][C:22]([C:23]2[CH:31]=[CH:30][CH:29]=[C:25]([C:26]3[O:27][C:5]([C:6]4[CH:15]=[CH:14][C:13]5[C:8](=[CH:9][CH:10]=[CH:11][CH:12]=5)[N:7]=4)=[N:4][N:3]=3)[CH:24]=2)=[N:3][N:4]=1. (2) Given the reactants [CH3:1][O:2][C:3]1[CH:10]=[C:9]([O:11][CH3:12])[CH:8]=[C:7]([O:13][CH3:14])[C:4]=1[C:5]#[N:6].[N-:15]=[N+:16]=[N-:17].[Na+].Cl.CCOC(C)=O, predict the reaction product. The product is: [CH3:14][O:13][C:7]1[CH:8]=[C:9]([O:11][CH3:12])[CH:10]=[C:3]([O:2][CH3:1])[C:4]=1[C:5]1[N:15]=[N:16][NH:17][N:6]=1. (3) Given the reactants [CH2:1]([C@@H:8]1[CH2:12][O:11][C:10](=[O:13])[N:9]1[C:14](=[O:42])[C@H:15]([CH2:19][S:20]([N:23]1[CH2:28][CH2:27]N(C2N=CC(C3C=CC(F)=CC=3)=CN=2)[CH2:25][CH2:24]1)(=[O:22])=[O:21])[CH:16]([CH3:18])[CH3:17])[C:2]1[CH:7]=[CH:6][CH:5]=[CH:4][CH:3]=1.[Cl:43][C:44]1[CH:49]=[CH:48][C:47]([C:50]2[CH:51]=[N:52][C:53]([CH:56]3CCNCC3)=[N:54][CH:55]=2)=[CH:46][CH:45]=1.C([C@@H]1COC(=O)N1C(=O)[C@H](CS(Cl)(=O)=O)C(C)C)C1C=CC=CC=1, predict the reaction product. The product is: [CH2:1]([C@@H:8]1[CH2:12][O:11][C:10](=[O:13])[N:9]1[C:14](=[O:42])[C@H:15]([CH2:19][S:20]([N:23]1[CH2:28][CH2:27][CH:56]([C:53]2[N:52]=[CH:51][C:50]([C:47]3[CH:48]=[CH:49][C:44]([Cl:43])=[CH:45][CH:46]=3)=[CH:55][N:54]=2)[CH2:25][CH2:24]1)(=[O:21])=[O:22])[CH:16]([CH3:18])[CH3:17])[C:2]1[CH:7]=[CH:6][CH:5]=[CH:4][CH:3]=1. (4) Given the reactants [CH3:1][S:2]([C:5]1[CH:6]=[C:7]([CH:11]=[CH:12][CH:13]=1)[C:8](O)=[O:9])(=[O:4])=[O:3].O, predict the reaction product. The product is: [CH3:1][S:2]([C:5]1[CH:6]=[C:7]([CH2:8][OH:9])[CH:11]=[CH:12][CH:13]=1)(=[O:3])=[O:4]. (5) Given the reactants [BH4-].[Na+].[CH3:3][C:4]([C:22]1[CH:27]=[CH:26][C:25]([C:28]2[N:33]=[N:32][C:31]([C:34](OC)=[O:35])=[CH:30][CH:29]=2)=[CH:24][CH:23]=1)([C:8]1[CH:13]=[CH:12][C:11]([O:14][CH2:15][C:16]2[CH:21]=[CH:20][CH:19]=[CH:18][N:17]=2)=[CH:10][N:9]=1)[CH:5]([CH3:7])[CH3:6], predict the reaction product. The product is: [CH3:3][C:4]([C:22]1[CH:27]=[CH:26][C:25]([C:28]2[N:33]=[N:32][C:31]([CH2:34][OH:35])=[CH:30][CH:29]=2)=[CH:24][CH:23]=1)([C:8]1[CH:13]=[CH:12][C:11]([O:14][CH2:15][C:16]2[CH:21]=[CH:20][CH:19]=[CH:18][N:17]=2)=[CH:10][N:9]=1)[CH:5]([CH3:7])[CH3:6].